Dataset: Full USPTO retrosynthesis dataset with 1.9M reactions from patents (1976-2016). Task: Predict the reactants needed to synthesize the given product. (1) Given the product [F:1][C:2]1[CH:11]=[C:10]([C:12]2[C:13]([CH3:49])([CH3:48])[C@H:14]3[C@:27]([CH3:30])([CH2:28][CH:29]=2)[C@@H:26]2[C@:17]([CH3:47])([C@@:18]4([CH3:46])[C@H:23]([CH2:24][CH2:25]2)[C@H:22]2[C@H:31]([C:34]([CH3:36])=[CH2:35])[CH2:32][CH2:33][C@:21]2([NH:37][CH2:38][CH2:39][N:40]2[CH2:44][CH2:43][CH2:42][C:41]2=[O:45])[CH2:20][CH2:19]4)[CH2:16][CH2:15]3)[CH:9]=[CH:8][C:3]=1[C:4]([OH:6])=[O:5], predict the reactants needed to synthesize it. The reactants are: [F:1][C:2]1[CH:11]=[C:10]([C:12]2[C:13]([CH3:49])([CH3:48])[C@H:14]3[C@:27]([CH3:30])([CH2:28][CH:29]=2)[C@@H:26]2[C@:17]([CH3:47])([C@@:18]4([CH3:46])[C@H:23]([CH2:24][CH2:25]2)[C@H:22]2[C@H:31]([C:34]([CH3:36])=[CH2:35])[CH2:32][CH2:33][C@:21]2([NH:37][CH2:38][CH2:39][N:40]2[CH2:44][CH2:43][CH2:42][C:41]2=[O:45])[CH2:20][CH2:19]4)[CH2:16][CH2:15]3)[CH:9]=[CH:8][C:3]=1[C:4]([O:6]C)=[O:5].[OH-].[Na+]. (2) Given the product [F:21][C:19]([F:20])([F:22])[C:17]1[CH:18]=[C:13]([CH:14]=[C:15]([C:23]([F:24])([F:25])[F:26])[CH:16]=1)[CH2:12][N:5]([CH2:4][C:3]1[CH:27]=[C:28]([C:31]([F:34])([F:32])[F:33])[CH:29]=[CH:30][C:2]=1[CH:40]([OH:43])[CH2:41][CH3:42])[C:6]1[N:7]=[N:8][N:9]([CH3:11])[N:10]=1, predict the reactants needed to synthesize it. The reactants are: Br[C:2]1[CH:30]=[CH:29][C:28]([C:31]([F:34])([F:33])[F:32])=[CH:27][C:3]=1[CH2:4][N:5]([CH2:12][C:13]1[CH:18]=[C:17]([C:19]([F:22])([F:21])[F:20])[CH:16]=[C:15]([C:23]([F:26])([F:25])[F:24])[CH:14]=1)[C:6]1[N:7]=[N:8][N:9]([CH3:11])[N:10]=1.C([Mg]Cl)(C)C.[CH:40](=[O:43])[CH2:41][CH3:42]. (3) Given the product [Si:15]([O:18][CH2:19][CH2:20][CH2:21][O:22][C:23]1[CH:28]=[CH:27][C:26]([CH2:29][CH:2]([C:3](=[O:4])[CH3:5])[C:1]([O:7][CH3:8])=[O:6])=[C:25]([O:31][CH3:32])[CH:24]=1)([C:11]([CH3:13])([CH3:12])[CH3:14])([CH3:16])[CH3:17], predict the reactants needed to synthesize it. The reactants are: [C:1]([O:7][CH3:8])(=[O:6])[CH2:2][C:3]([CH3:5])=[O:4].[H-].[Na+].[C:11]([Si:15]([O:18][CH2:19][CH2:20][CH2:21][O:22][C:23]1[CH:28]=[CH:27][C:26]([CH2:29]Cl)=[C:25]([O:31][CH3:32])[CH:24]=1)([CH3:17])[CH3:16])([CH3:14])([CH3:13])[CH3:12].[I-].[K+]. (4) Given the product [NH:1]1[C:9]2[C:4](=[C:5]([CH2:10][N:11]3[C:16]4([CH2:21][CH2:20][N:19]([C:33]5[CH:40]=[CH:39][C:36]([C:37]#[N:38])=[CH:35][N:34]=5)[CH2:18][CH2:17]4)[CH2:15][CH2:14][CH2:13][C:12]3=[O:22])[CH:6]=[CH:7][CH:8]=2)[CH:3]=[CH:2]1, predict the reactants needed to synthesize it. The reactants are: [NH:1]1[C:9]2[C:4](=[C:5]([CH2:10][N:11]3[C:16]4([CH2:21][CH2:20][NH:19][CH2:18][CH2:17]4)[CH2:15][CH2:14][CH2:13][C:12]3=[O:22])[CH:6]=[CH:7][CH:8]=2)[CH:3]=[CH:2]1.C(N(C(C)C)CC)(C)C.Cl[C:33]1[CH:40]=[CH:39][C:36]([C:37]#[N:38])=[CH:35][N:34]=1. (5) Given the product [CH3:17][O:16][C:11]([C:12]1[N:1]([C:4]2[CH:9]=[CH:8][CH:7]=[C:6]([Br:10])[CH:5]=2)[N:2]=[N:3][C:13]=1[CH3:14])=[O:15], predict the reactants needed to synthesize it. The reactants are: [N:1]([C:4]1[CH:9]=[CH:8][CH:7]=[C:6]([Br:10])[CH:5]=1)=[N+:2]=[N-:3].[C:11]([O:16][CH3:17])(=[O:15])[C:12]#[C:13][CH3:14].